The task is: Predict the product of the given reaction.. This data is from Forward reaction prediction with 1.9M reactions from USPTO patents (1976-2016). (1) Given the reactants [NH2:1][C:2]1[CH:7]=[CH:6][C:5]([S:8]([N:11]([C@H:16]([CH2:22][OH:23])[CH2:17][CH2:18][CH2:19][CH2:20][NH2:21])[CH2:12][CH:13]([CH3:15])[CH3:14])(=[O:10])=[O:9])=[CH:4][CH:3]=1.[CH3:24][O:25][C:26]([NH:28][C@@H:29]([CH:33]([C:40]1[CH:45]=[CH:44][CH:43]=[CH:42][CH:41]=1)[C:34]1[CH:39]=[CH:38][CH:37]=[CH:36][CH:35]=1)[C:30](O)=[O:31])=[O:27].C1C=CC2N(O)N=NC=2C=1.CCN=C=NCCCN(C)C, predict the reaction product. The product is: [CH3:24][O:25][C:26](=[O:27])[NH:28][C@H:29]([C:30](=[O:31])[NH:21][CH2:20][CH2:19][CH2:18][CH2:17][C@H:16]([N:11]([S:8]([C:5]1[CH:6]=[CH:7][C:2]([NH2:1])=[CH:3][CH:4]=1)(=[O:10])=[O:9])[CH2:12][CH:13]([CH3:15])[CH3:14])[CH2:22][OH:23])[CH:33]([C:40]1[CH:45]=[CH:44][CH:43]=[CH:42][CH:41]=1)[C:34]1[CH:39]=[CH:38][CH:37]=[CH:36][CH:35]=1. (2) Given the reactants [CH3:1][C:2]1[C:7]([N+:8]([O-:10])=[O:9])=[CH:6][CH:5]=[CH:4][C:3]=1[NH:11][CH2:12][C:13]1[CH:32]=[CH:31][C:16]([O:17][C:18]2[CH:19]=[C:20]([CH:28]=[CH:29][CH:30]=2)[O:21][CH2:22][C:23]([O:25][CH2:26][CH3:27])=[O:24])=[CH:15][CH:14]=1.[F:33][C:34]1[CH:41]=[C:40]([F:42])[CH:39]=[CH:38][C:35]=1[CH2:36]Br, predict the reaction product. The product is: [F:33][C:34]1[CH:41]=[C:40]([F:42])[CH:39]=[CH:38][C:35]=1[CH2:36][N:11]([CH2:12][C:13]1[CH:32]=[CH:31][C:16]([O:17][C:18]2[CH:19]=[C:20]([CH:28]=[CH:29][CH:30]=2)[O:21][CH2:22][C:23]([O:25][CH2:26][CH3:27])=[O:24])=[CH:15][CH:14]=1)[C:3]1[CH:4]=[CH:5][CH:6]=[C:7]([N+:8]([O-:10])=[O:9])[C:2]=1[CH3:1]. (3) Given the reactants C([O-])=O.[NH4+].[CH3:5][O:6][C:7]1[CH:8]=[C:9]([CH:13]([OH:18])[CH2:14][N+:15]([O-])=O)[CH:10]=[CH:11][CH:12]=1, predict the reaction product. The product is: [NH2:15][CH2:14][CH:13]([C:9]1[CH:10]=[CH:11][CH:12]=[C:7]([O:6][CH3:5])[CH:8]=1)[OH:18]. (4) Given the reactants C1C=CC=CC=1.C1CCCCC1.[C:13]1(=[O:19])[CH2:18][CH2:17][CH2:16][CH2:15][CH2:14]1, predict the reaction product. The product is: [C:13]1(=[O:19])[CH2:18][CH2:17][CH2:16][CH2:15][CH2:14]1.[C:13]1([OH:19])[CH:18]=[CH:17][CH:16]=[CH:15][CH:14]=1. (5) The product is: [CH3:34][C:26]1[N:25]([CH:20]2[CH2:19][C@H:18]3[N:17]([CH2:16][CH2:15][CH:14]([C:35]4[CH:36]=[CH:37][CH:38]=[CH:39][CH:40]=4)[CH2:13][NH:12][S:9]([C:5]4[CH:4]=[C:3]([CH:8]=[CH:7][CH:6]=4)[C:1]([NH2:2])=[O:45])(=[O:10])=[O:11])[C@H:22]([CH2:23][CH2:24]3)[CH2:21]2)[C:29]2[CH:30]=[CH:31][CH:32]=[CH:33][C:28]=2[N:27]=1. Given the reactants [C:1]([C:3]1[CH:4]=[C:5]([S:9]([NH:12][CH2:13][CH:14]([C:35]2[CH:40]=[CH:39][CH:38]=[CH:37][CH:36]=2)[CH2:15][CH2:16][N:17]2[C@H:22]3[CH2:23][CH2:24][C@@H:18]2[CH2:19][CH:20]([N:25]2[C:29]4[CH:30]=[CH:31][CH:32]=[CH:33][C:28]=4[N:27]=[C:26]2[CH3:34])[CH2:21]3)(=[O:11])=[O:10])[CH:6]=[CH:7][CH:8]=1)#[N:2].OO.NC(N)=[O:45].C([O-])([O-])=O.[K+].[K+], predict the reaction product. (6) Given the reactants [Cl:1][C:2]1[CH:3]=[C:4]([NH:10][C@H:11]([CH2:20][NH:21][CH2:22][CH3:23])[CH2:12][C:13]([O:15][C:16](C)(C)C)=[O:14])[CH:5]=[CH:6][C:7]=1[C:8]#[N:9], predict the reaction product. The product is: [ClH:1].[Cl:1][C:2]1[CH:3]=[C:4]([NH:10][C@H:11]([CH2:20][NH:21][CH2:22][CH3:23])[CH2:12][C:13]([O:15][CH3:16])=[O:14])[CH:5]=[CH:6][C:7]=1[C:8]#[N:9].